From a dataset of Forward reaction prediction with 1.9M reactions from USPTO patents (1976-2016). Predict the product of the given reaction. (1) Given the reactants C[O:2][C:3]([C:5]1[S:6][C:7]([C:33]#[C:34][C:35]([CH3:38])([CH3:37])[CH3:36])=[CH:8][C:9]=1[N:10]([C:24]([CH:26]1[CH2:31][CH2:30][CH:29]([CH3:32])[CH2:28][CH2:27]1)=[O:25])[CH:11]1[CH2:16][CH2:15][CH:14]([S:17][C:18]2[N:22]([CH3:23])[CH:21]=[N:20][N:19]=2)[CH2:13][CH2:12]1)=[O:4].[Li+].[OH-].Cl, predict the reaction product. The product is: [CH3:36][C:35]([CH3:37])([CH3:38])[C:34]#[C:33][C:7]1[S:6][C:5]([C:3]([OH:4])=[O:2])=[C:9]([N:10]([C:24]([CH:26]2[CH2:27][CH2:28][CH:29]([CH3:32])[CH2:30][CH2:31]2)=[O:25])[CH:11]2[CH2:12][CH2:13][CH:14]([S:17][C:18]3[N:22]([CH3:23])[CH:21]=[N:20][N:19]=3)[CH2:15][CH2:16]2)[CH:8]=1. (2) Given the reactants [F:1][C:2]1[CH:3]=[C:4]2[C:8](=[CH:9][CH:10]=1)[N:7]([CH2:11][C:12]1[CH:17]=[CH:16][N:15]=[CH:14][CH:13]=1)[C:6]([C:18]([O:20]CC)=[O:19])=[CH:5]2.[OH-].[K+], predict the reaction product. The product is: [F:1][C:2]1[CH:3]=[C:4]2[C:8](=[CH:9][CH:10]=1)[N:7]([CH2:11][C:12]1[CH:13]=[CH:14][N:15]=[CH:16][CH:17]=1)[C:6]([C:18]([OH:20])=[O:19])=[CH:5]2.